Dataset: Full USPTO retrosynthesis dataset with 1.9M reactions from patents (1976-2016). Task: Predict the reactants needed to synthesize the given product. (1) Given the product [CH3:1][S:2]([CH2:3][CH2:4][CH2:5][CH2:6][C:7]1[S:11][C:10]([C:12]2[CH:17]=[CH:16][N:15]=[C:14]([NH:18][CH:19]3[CH2:24][C:23]([CH3:26])([CH3:25])[NH:22][C:21]([CH3:28])([CH3:27])[CH2:20]3)[N:13]=2)=[CH:9][CH:8]=1)=[O:32], predict the reactants needed to synthesize it. The reactants are: [CH3:1][S:2][CH2:3][CH2:4][CH2:5][CH2:6][C:7]1[S:11][C:10]([C:12]2[CH:17]=[CH:16][N:15]=[C:14]([NH:18][CH:19]3[CH2:24][C:23]([CH3:26])([CH3:25])[NH:22][C:21]([CH3:28])([CH3:27])[CH2:20]3)[N:13]=2)=[CH:9][CH:8]=1.[O-]O.S(=O)(O)[O-:32].[Na+].[OH-].[Na+]. (2) Given the product [NH2:1][C:2]1[CH:7]=[CH:6][CH:5]=[CH:4][C:3]=1[CH:8]1[N:13]2[N:14]=[C:15]([C:19]3[CH:24]=[CH:23][C:22]([O:25][CH:26]4[CH2:31][CH2:30][O:29][CH2:28][CH2:27]4)=[CH:21][CH:20]=3)[C:16]([C:17]([NH2:18])=[O:36])=[C:12]2[NH:11][CH2:10][CH2:9]1, predict the reactants needed to synthesize it. The reactants are: [NH2:1][C:2]1[CH:7]=[CH:6][CH:5]=[CH:4][C:3]=1[CH:8]1[N:13]2[N:14]=[C:15]([C:19]3[CH:24]=[CH:23][C:22]([O:25][CH:26]4[CH2:31][CH2:30][O:29][CH2:28][CH2:27]4)=[CH:21][CH:20]=3)[C:16]([C:17]#[N:18])=[C:12]2[NH:11][CH2:10][CH2:9]1.ClCCC(NC1C=C(C2N3N=C(C4C=CC(OC5C=CC=CC=5)=CC=4)C(C(N)=O)=C3NCC2)C=CC=1)=[O:36].